This data is from Merck oncology drug combination screen with 23,052 pairs across 39 cell lines. The task is: Regression. Given two drug SMILES strings and cell line genomic features, predict the synergy score measuring deviation from expected non-interaction effect. (1) Drug 1: CCN(CC)CCNC(=O)c1c(C)[nH]c(C=C2C(=O)Nc3ccc(F)cc32)c1C. Drug 2: CCc1c2c(nc3ccc(O)cc13)-c1cc3c(c(=O)n1C2)COC(=O)C3(O)CC. Cell line: OV90. Synergy scores: synergy=-6.56. (2) Drug 1: NC1(c2ccc(-c3nc4ccn5c(=O)[nH]nc5c4cc3-c3ccccc3)cc2)CCC1. Drug 2: Cn1c(=O)n(-c2ccc(C(C)(C)C#N)cc2)c2c3cc(-c4cnc5ccccc5c4)ccc3ncc21. Cell line: MDAMB436. Synergy scores: synergy=42.2.